This data is from Full USPTO retrosynthesis dataset with 1.9M reactions from patents (1976-2016). The task is: Predict the reactants needed to synthesize the given product. (1) The reactants are: [Cl:1][C:2]1[C:3]([OH:13])=[C:4]([CH:8]=[C:9]([Cl:12])[C:10]=1[OH:11])[C:5](O)=[O:6].S(Cl)([Cl:16])=O. Given the product [Cl:1][C:2]1[C:3]([OH:13])=[C:4]([CH:8]=[C:9]([Cl:12])[C:10]=1[OH:11])[C:5]([Cl:16])=[O:6], predict the reactants needed to synthesize it. (2) Given the product [F:19][C:2]1[C:10]([I:11])=[C:9]([CH3:12])[CH:8]=[CH:7][C:3]=1[C:4]([OH:6])=[O:5], predict the reactants needed to synthesize it. The reactants are: N[C:2]1[C:10]([I:11])=[C:9]([CH3:12])[CH:8]=[CH:7][C:3]=1[C:4]([OH:6])=[O:5].C1C=CN=CC=1.[FH:19].N([O-])=O.[Na+]. (3) Given the product [CH3:21][C:19]1[CH:20]=[C:15]([O:14][CH:11]2[CH2:10][CH2:9][NH:8][CH2:13][CH2:12]2)[CH:16]=[C:17]([CH3:44])[C:18]=1[C:22]1[CH:27]=[CH:26][CH:25]=[C:24]([CH2:28][O:29][C:30]2[CH:43]=[CH:42][C:33]3[C@H:34]([CH2:37][C:38]([O:40][CH3:41])=[O:39])[CH2:35][O:36][C:32]=3[CH:31]=2)[CH:23]=1, predict the reactants needed to synthesize it. The reactants are: C(OC([N:8]1[CH2:13][CH2:12][CH:11]([O:14][C:15]2[CH:20]=[C:19]([CH3:21])[C:18]([C:22]3[CH:27]=[CH:26][CH:25]=[C:24]([CH2:28][O:29][C:30]4[CH:43]=[CH:42][C:33]5[C@H:34]([CH2:37][C:38]([O:40][CH3:41])=[O:39])[CH2:35][O:36][C:32]=5[CH:31]=4)[CH:23]=3)=[C:17]([CH3:44])[CH:16]=2)[CH2:10][CH2:9]1)=O)(C)(C)C.